From a dataset of Reaction yield outcomes from USPTO patents with 853,638 reactions. Predict the reaction yield, written as a fraction of the theoretical maximum amount of product (1.0 means a 100% yield; for example, 0.34 means a 34% yield). (1) The reactants are Cl[C:2]1[CH:11]=[CH:10][C:9]2[C:4](=[C:5]([N+:12]([O-:14])=[O:13])[CH:6]=[CH:7][CH:8]=2)[N:3]=1.CC([O-])(C)C.[Na+].[CH2:21]([NH:25][C:26]1[CH:35]=[CH:34][C:33]2[C:28](=[C:29]([N+:36]([O-:38])=[O:37])[CH:30]=[CH:31][CH:32]=2)[N:27]=1)[CH2:22][CH2:23][CH3:24].C1(P(C2C=CC=CC=2)C2C=CC3C(=CC=CC=3)C=2C2C3C(=CC=CC=3)C=CC=2P(C2C=CC=CC=2)C2C=CC=CC=2)C=CC=CC=1.[Cl-].[NH4+]. The product is [CH2:21]([N:25]([C:26]1[CH:35]=[CH:34][C:33]2[C:28](=[C:29]([N+:36]([O-:38])=[O:37])[CH:30]=[CH:31][CH:32]=2)[N:27]=1)[C:2]1[CH:11]=[CH:10][C:9]2[C:4](=[C:5]([N+:12]([O-:14])=[O:13])[CH:6]=[CH:7][CH:8]=2)[N:3]=1)[CH2:22][CH2:23][CH3:24]. The yield is 0.380. The catalyst is C1(C)C=CC=CC=1. (2) The reactants are [CH2:1]([O:8][C:9]([NH:11][C@H:12]1[CH2:17][CH2:16][CH2:15][C@@H:14]([C:18]([OH:20])=O)[CH2:13]1)=[O:10])[C:2]1[CH:7]=[CH:6][CH:5]=[CH:4][CH:3]=1.[N:21]1C=CC=CC=1.C(OC(OC(C)(C)C)=O)(OC(C)(C)C)=O.C(=O)(O)[O-].[NH4+]. The catalyst is O1CCOCC1. The product is [C:18]([C@@H:14]1[CH2:15][CH2:16][CH2:17][C@H:12]([NH:11][C:9](=[O:10])[O:8][CH2:1][C:2]2[CH:7]=[CH:6][CH:5]=[CH:4][CH:3]=2)[CH2:13]1)(=[O:20])[NH2:21]. The yield is 0.910. (3) The reactants are [CH3:1][O:2][C:3]1[CH:12]=[C:11]([O:13][CH3:14])[C:10]2[C:5](=[CH:6][CH:7]=[CH:8][CH:9]=2)[N:4]=1.[Li]CCCC.Cl[C:21]([O:23][CH2:24][CH3:25])=[O:22].O. The catalyst is C1COCC1. The product is [CH3:1][O:2][C:3]1[C:12]([C:21]([O:23][CH2:24][CH3:25])=[O:22])=[C:11]([O:13][CH3:14])[C:10]2[C:5](=[CH:6][CH:7]=[CH:8][CH:9]=2)[N:4]=1. The yield is 0.600. (4) The reactants are [NH2:1][C:2]1[CH:3]=[C:4]([NH:16][C:17](=[O:19])[CH3:18])[CH:5]=[C:6]([C:8]2[CH:13]=[CH:12][C:11]([F:14])=[CH:10][C:9]=2[F:15])[CH:7]=1.[Br:20][C:21]1[CH:26]=[CH:25][C:24](F)=[C:23]([N+:28]([O-:30])=[O:29])[CH:22]=1.[F-].[K+]. The catalyst is CN(C=O)C. The product is [Br:20][C:21]1[CH:26]=[CH:25][C:24]([NH:1][C:2]2[CH:3]=[C:4]([NH:16][C:17](=[O:19])[CH3:18])[CH:5]=[C:6]([C:8]3[CH:13]=[CH:12][C:11]([F:14])=[CH:10][C:9]=3[F:15])[CH:7]=2)=[C:23]([N+:28]([O-:30])=[O:29])[CH:22]=1. The yield is 0.450. (5) The reactants are [NH2:1][C:2]1[C:3]([Cl:18])=[C:4]([C:7]([C:10]2[CH:15]=[CH:14][C:13]([Cl:16])=[CH:12][C:11]=2[Cl:17])=[CH:8][N:9]=1)[C:5]#[N:6].Cl[CH:20](OCC)[CH2:21]Cl. The catalyst is CCOC(C)=O. The product is [Cl:18][C:3]1[C:2]2[N:9]([CH:20]=[CH:21][N:1]=2)[CH:8]=[C:7]([C:10]2[CH:15]=[CH:14][C:13]([Cl:16])=[CH:12][C:11]=2[Cl:17])[C:4]=1[C:5]#[N:6]. The yield is 0.600. (6) The reactants are C(=O)([O-])O.[Na+].Cl[C:7]1[N:12]=[CH:11][C:10]([C:13]([O:15]C)=[O:14])=[CH:9][N:8]=1.CC1(C)C(C)(C)OB([C:25]2[CH2:30][CH2:29][N:28]([C:31]([O:33][C:34]([CH3:37])([CH3:36])[CH3:35])=[O:32])[CH2:27][CH:26]=2)O1.C1(P(C2C=CC=CC=2)C2C=CC=CC=2)C=CC=CC=1. The catalyst is COCCOC.O.C([O-])(=O)C.[Pd+2].C([O-])(=O)C. The product is [C:34]([O:33][C:31]([N:28]1[CH2:27][CH:26]=[C:25]([C:7]2[N:8]=[CH:9][C:10]([C:13]([OH:15])=[O:14])=[CH:11][N:12]=2)[CH2:30][CH2:29]1)=[O:32])([CH3:37])([CH3:35])[CH3:36]. The yield is 0.840. (7) The reactants are [NH:1]1[C:5]2[CH:6]=[CH:7][CH:8]=[CH:9][C:4]=2[N:3]=[C:2]1[CH2:10][N:11]([CH2:22][C:23]1[CH:30]=[CH:29][C:26]([CH:27]=O)=[CH:25][CH:24]=1)[CH:12]1[C:21]2[N:20]=[CH:19][CH:18]=[CH:17][C:16]=2[CH2:15][CH2:14][CH2:13]1.[CH3:31][NH:32][CH3:33].[BH-](OC(C)=O)(OC(C)=O)OC(C)=O.[Na+]. The catalyst is C(Cl)Cl. The product is [NH:1]1[C:5]2[CH:6]=[CH:7][CH:8]=[CH:9][C:4]=2[N:3]=[C:2]1[CH2:10][N:11]([CH2:22][C:23]1[CH:30]=[CH:29][C:26]([CH2:27][N:32]([CH3:33])[CH3:31])=[CH:25][CH:24]=1)[CH:12]1[C:21]2[N:20]=[CH:19][CH:18]=[CH:17][C:16]=2[CH2:15][CH2:14][CH2:13]1. The yield is 0.430.